Dataset: Reaction yield outcomes from USPTO patents with 853,638 reactions. Task: Predict the reaction yield, written as a fraction of the theoretical maximum amount of product (1.0 means a 100% yield; for example, 0.34 means a 34% yield). (1) The reactants are [CH3:1][C:2]1[C:7]([CH2:8][C:9]2[CH:14]=[CH:13][CH:12]=[C:11]([O:15][C:16]([F:19])([F:18])[F:17])[CH:10]=2)=[C:6]([CH3:20])[N:5]2[N:21]=[CH:22][C:23]([C:24]([OH:26])=O)=[C:4]2[N:3]=1.Cl.[CH2:28]([O:35][CH2:36][CH2:37][NH2:38])[C:29]1[CH:34]=[CH:33][CH:32]=[CH:31][CH:30]=1. No catalyst specified. The product is [CH2:28]([O:35][CH2:36][CH2:37][NH:38][C:24]([C:23]1[CH:22]=[N:21][N:5]2[C:6]([CH3:20])=[C:7]([CH2:8][C:9]3[CH:14]=[CH:13][CH:12]=[C:11]([O:15][C:16]([F:18])([F:19])[F:17])[CH:10]=3)[C:2]([CH3:1])=[N:3][C:4]=12)=[O:26])[C:29]1[CH:34]=[CH:33][CH:32]=[CH:31][CH:30]=1. The yield is 0.0500. (2) The reactants are Br[C:2]1[CH:24]=[C:23]([F:25])[CH:22]=[CH:21][C:3]=1[O:4][CH2:5][C:6]([N:8]([CH:18]([CH3:20])[CH3:19])[NH:9][C:10](=[O:17])[C:11]1[CH:16]=[CH:15][CH:14]=[CH:13][CH:12]=1)=[O:7].C([O-])([O-])=O.[Na+].[Na+]. The catalyst is COCCOC. The product is [F:25][C:23]1[CH:22]=[CH:21][C:3]([O:4][CH2:5][C:6]([N:8]([CH:18]([CH3:20])[CH3:19])[NH:9][C:10](=[O:17])[C:11]2[CH:16]=[CH:15][CH:14]=[CH:13][CH:12]=2)=[O:7])=[C:2]([C:21]2[CH:3]=[CH:2][CH:24]=[C:23]([F:25])[CH:22]=2)[CH:24]=1. The yield is 0.680. (3) The reactants are [Br:1][C:2]1[CH:3]=[CH:4][C:5]2[N:6]([CH2:16][CH:17]3[O:21][C:20](=[O:22])[NH:19][CH2:18]3)[C:7]3[C:12]([C:13]=2[CH:14]=1)=[CH:11][C:10]([Br:15])=[CH:9][CH:8]=3.I[C:24]1[CH:29]=[CH:28][CH:27]=[CH:26][N:25]=1.C([O-])([O-])=O.[K+].[K+].C(Cl)Cl.CCOC(C)=O. The catalyst is CS(C)=O.CCOC(C)=O.[Cu]I. The product is [Br:15][C:10]1[CH:9]=[CH:8][C:7]2[N:6]([CH2:16][CH:17]3[O:21][C:20](=[O:22])[N:19]([C:24]4[CH:29]=[CH:28][CH:27]=[CH:26][N:25]=4)[CH2:18]3)[C:5]3[C:13]([C:12]=2[CH:11]=1)=[CH:14][C:2]([Br:1])=[CH:3][CH:4]=3. The yield is 0.794.